This data is from Forward reaction prediction with 1.9M reactions from USPTO patents (1976-2016). The task is: Predict the product of the given reaction. (1) Given the reactants [NH2:1][C:2]1[C:3]([CH3:10])=[C:4]([O:8][CH3:9])[CH:5]=[CH:6][CH:7]=1.Cl[C:12](Cl)([O:14]C(=O)OC(Cl)(Cl)Cl)Cl, predict the reaction product. The product is: [CH3:9][O:8][C:4]1[CH:5]=[CH:6][CH:7]=[C:2]([N:1]=[C:12]=[O:14])[C:3]=1[CH3:10]. (2) Given the reactants C([O:9][CH2:10][CH2:11][O:12][CH2:13][CH2:14][N:15]1[C:23]2[C:22](Cl)=[N:21][CH:20]=[N:19][C:18]=2[CH:17]=[CH:16]1)(=O)C1C=CC=CC=1.[NH2:25][C:26]1[CH:46]=[CH:45][C:29]([O:30][CH2:31][CH:32]2[CH2:37][CH2:36][N:35]([C:38]([O:40][C:41]([CH3:44])([CH3:43])[CH3:42])=[O:39])[CH2:34][CH2:33]2)=[C:28]([Cl:47])[CH:27]=1, predict the reaction product. The product is: [Cl:47][C:28]1[CH:27]=[C:26]([NH:25][C:22]2[C:23]3[N:15]([CH2:14][CH2:13][O:12][CH2:11][CH2:10][OH:9])[CH:16]=[CH:17][C:18]=3[N:19]=[CH:20][N:21]=2)[CH:46]=[CH:45][C:29]=1[O:30][CH2:31][CH:32]1[CH2:33][CH2:34][N:35]([C:38]([O:40][C:41]([CH3:42])([CH3:43])[CH3:44])=[O:39])[CH2:36][CH2:37]1. (3) Given the reactants [OH:1][CH2:2][C:3]1[C:16]2[C:11](=[CH:12][CH:13]=[CH:14][CH:15]=2)[C:10]([CH:17]=O)=[C:9]2[C:4]=1[CH:5]=[CH:6][CH:7]=[CH:8]2.[CH3:19][NH2:20], predict the reaction product. The product is: [OH:1][CH2:2][C:3]1[C:16]2[C:11](=[CH:12][CH:13]=[CH:14][CH:15]=2)[C:10]([CH:17]=[N:20][CH3:19])=[C:9]2[C:4]=1[CH:5]=[CH:6][CH:7]=[CH:8]2. (4) Given the reactants [Cl:1][C:2]1[C:3]([F:20])=[C:4]([CH:14]2[CH2:18][O:17][C:16](=[O:19])[NH:15]2)[C:5]([O:11][CH2:12][CH3:13])=[C:6]([CH2:8][CH2:9]Cl)[CH:7]=1.C(=O)([O-])[O-].[Cs+].[Cs+].[CH3:27][C:28]1[C:36]2[C:31](=[N:32][CH:33]=[N:34][C:35]=2[NH2:37])[NH:30][N:29]=1, predict the reaction product. The product is: [NH2:37][C:35]1[N:34]=[CH:33][N:32]=[C:31]2[N:30]([CH:8]([C:6]3[C:5]([O:11][CH2:12][CH3:13])=[C:4]([CH:14]4[CH2:18][O:17][C:16](=[O:19])[NH:15]4)[C:3]([F:20])=[C:2]([Cl:1])[CH:7]=3)[CH3:9])[N:29]=[C:28]([CH3:27])[C:36]=12. (5) Given the reactants [CH3:1][O:2][C:3]1[CH:4]=[C:5]([NH:11][C:12](=[O:14])[CH3:13])[CH:6]=[C:7]([O:9][CH3:10])[CH:8]=1.Cl.[Cl:16]([O-])(=O)=O.[Na+].C([O-])([O-])=O.[K+].[K+], predict the reaction product. The product is: [Cl:16][C:6]1[C:7]([O:9][CH3:10])=[CH:8][C:3]([O:2][CH3:1])=[CH:4][C:5]=1[NH:11][C:12](=[O:14])[CH3:13]. (6) Given the reactants [C:1]1([N:7]2[C:12](=[O:13])[C:11]3[S:14][CH:15]=[C:16]([C:17]4[CH:22]=[CH:21][CH:20]=[CH:19][CH:18]=4)[C:10]=3[N:9]=[CH:8]2)[CH:6]=[CH:5][CH:4]=[CH:3][CH:2]=1.NC1C(C2C=CC=CC=2[Cl:35])=CSC=1C(OC)=O.C([O:47][CH2:48]C)(OCC)OCC.COC1C=CC(N)=CC=1, predict the reaction product. The product is: [Cl:35][C:22]1[CH:21]=[CH:20][CH:19]=[CH:18][C:17]=1[C:16]1[C:10]2[N:9]=[CH:8][N:7]([C:1]3[CH:6]=[CH:5][C:4]([O:47][CH3:48])=[CH:3][CH:2]=3)[C:12](=[O:13])[C:11]=2[S:14][CH:15]=1. (7) Given the reactants [CH3:1][O:2]C(=O)C1C=CC(N)=C(C=O)C=1.[OH-].[K+].[Cl:16][C:17]1[CH:48]=[CH:47][C:20]([C:21]2[C:26]([C:27]3[CH:36]=[CH:35][C:34]4[C:29](=[CH:30][CH:31]=[C:32]([C:37]([OH:39])=[O:38])[CH:33]=4)[N:28]=3)=[CH:25][C:24](C(N3CCCC3)=O)=[CH:23][CH:22]=2)=[CH:19][CH:18]=1, predict the reaction product. The product is: [Cl:16][C:17]1[CH:18]=[CH:19][C:20]([C:21]2[C:26]([C:27]3[CH:36]=[CH:35][C:34]4[C:29](=[CH:30][CH:31]=[C:32]([C:37]([OH:39])=[O:38])[CH:33]=4)[N:28]=3)=[CH:25][C:24]([O:2][CH3:1])=[CH:23][CH:22]=2)=[CH:47][CH:48]=1.